Dataset: Reaction yield outcomes from USPTO patents with 853,638 reactions. Task: Predict the reaction yield, written as a fraction of the theoretical maximum amount of product (1.0 means a 100% yield; for example, 0.34 means a 34% yield). (1) The reactants are C([O:8][C:9]1[CH:14]=[CH:13][C:12]([NH:15][C:16]([NH:18][C:19]2[CH:24]=[CH:23][C:22]([O:25][C:26]3[C:27]4[N:34]([CH3:35])[CH:33]=[CH:32][C:28]=4[N:29]=[CH:30][N:31]=3)=[CH:21][C:20]=2[Cl:36])=[O:17])=[CH:11][C:10]=1[C:37]([F:40])([F:39])[F:38])C1C=CC=CC=1.C1CC=CCC=1. The catalyst is [C].[Pd].C(O)C. The product is [Cl:36][C:20]1[CH:21]=[C:22]([O:25][C:26]2[C:27]3[N:34]([CH3:35])[CH:33]=[CH:32][C:28]=3[N:29]=[CH:30][N:31]=2)[CH:23]=[CH:24][C:19]=1[NH:18][C:16]([NH:15][C:12]1[CH:13]=[CH:14][C:9]([OH:8])=[C:10]([C:37]([F:39])([F:38])[F:40])[CH:11]=1)=[O:17]. The yield is 0.660. (2) The reactants are C1C(=O)N([Br:8])C(=O)C1.[F:9][C:10]1[C:17]([CH3:18])=[CH:16][CH:15]=[CH:14][C:11]=1[C:12]#[N:13].O. The catalyst is C(#N)C.C(OOC(=O)C1C=CC=CC=1)(=O)C1C=CC=CC=1. The product is [Br:8][CH2:18][C:17]1[C:10]([F:9])=[C:11]([CH:14]=[CH:15][CH:16]=1)[C:12]#[N:13]. The yield is 0.700. (3) The reactants are Cl.[CH2:2]([O:5][C:6](=[O:19])[NH:7][C:8]1[C:13]([CH3:14])=[CH:12][C:11]([N+:15]([O-])=O)=[CH:10][C:9]=1[CH3:18])[CH2:3][CH3:4].N. The catalyst is O1CCCC1.[Zn]. The product is [CH2:2]([O:5][C:6](=[O:19])[NH:7][C:8]1[C:9]([CH3:18])=[CH:10][C:11]([NH2:15])=[CH:12][C:13]=1[CH3:14])[CH2:3][CH3:4]. The yield is 0.990. (4) The reactants are [NH:1]([C:3]1[N:11]=[C:10]2[C:6]([N:7]=[CH:8][NH:9]2)=[C:5]([NH:12][CH:13]2[CH2:21][C:20]3[C:15](=[CH:16][CH:17]=[CH:18][CH:19]=3)[CH2:14]2)[N:4]=1)[NH2:2].[CH3:22][C:23](=O)[CH2:24][C:25](=O)[CH3:26]. The catalyst is C(O)C. The product is [CH3:22][C:23]1[CH:24]=[C:25]([CH3:26])[N:1]([C:3]2[N:11]=[C:10]3[C:6]([N:7]=[CH:8][NH:9]3)=[C:5]([NH:12][CH:13]3[CH2:21][C:20]4[C:15](=[CH:16][CH:17]=[CH:18][CH:19]=4)[CH2:14]3)[N:4]=2)[N:2]=1. The yield is 1.00. (5) The reactants are [C:1](Cl)(=[O:3])[CH3:2].C(N(CC)CC)C.[Br:12][C:13]1[CH:18]=[CH:17][C:16]([OH:19])=[C:15]([CH2:20][CH3:21])[CH:14]=1. The catalyst is C(Cl)Cl. The product is [Br:12][C:13]1[CH:18]=[CH:17][C:16]([O:19][C:1](=[O:3])[CH3:2])=[C:15]([CH2:20][CH3:21])[CH:14]=1. The yield is 0.810. (6) The reactants are Cl[C:2]1[C:11]2[C:6](=[CH:7][CH:8]=[CH:9][CH:10]=2)[N:5]=[C:4]([CH2:12][N:13]([CH2:21][C:22]2[CH:27]=[CH:26][CH:25]=[CH:24][CH:23]=2)[CH2:14][C:15]2[CH:20]=[CH:19][CH:18]=[CH:17][CH:16]=2)[N:3]=1.[CH3:28][N:29]([CH3:34])[CH2:30][CH2:31][CH2:32][NH2:33]. The catalyst is C(O)C. The product is [CH3:28][N:29]([CH3:34])[CH2:30][CH2:31][CH2:32][NH:33][C:2]1[C:11]2[C:6](=[CH:7][CH:8]=[CH:9][CH:10]=2)[N:5]=[C:4]([CH2:12][N:13]([CH2:14][C:15]2[CH:16]=[CH:17][CH:18]=[CH:19][CH:20]=2)[CH2:21][C:22]2[CH:27]=[CH:26][CH:25]=[CH:24][CH:23]=2)[N:3]=1. The yield is 0.970. (7) The reactants are [Br:1][C:2]1[CH:9]=[CH:8][C:5]([CH:6]=O)=[CH:4][N:3]=1.[NH:10]1[CH2:15][CH2:14][O:13][CH2:12][CH2:11]1.C(O[BH-](OC(=O)C)OC(=O)C)(=O)C.[Na+]. The catalyst is ClCCCl. The product is [Br:1][C:2]1[N:3]=[CH:4][C:5]([CH2:6][N:10]2[CH2:15][CH2:14][O:13][CH2:12][CH2:11]2)=[CH:8][CH:9]=1. The yield is 0.579.